Dataset: Catalyst prediction with 721,799 reactions and 888 catalyst types from USPTO. Task: Predict which catalyst facilitates the given reaction. (1) Reactant: [Cl:1][C:2]1[CH:7]=[CH:6][C:5]([NH:8][C:9]([NH:11][C:12]2[CH:27]=[CH:26][C:15]([O:16][C:17]3[CH:22]=[CH:21][N:20]=[C:19]([C:23](=[S:25])[NH2:24])[CH:18]=3)=[CH:14][CH:13]=2)=[O:10])=[CH:4][C:3]=1[C:28]([F:31])([F:30])[F:29].Cl[CH2:33][C:34](Cl)=O.[CH2:37](OCC)C. Product: [Cl:1][C:2]1[CH:7]=[CH:6][C:5]([NH:8][C:9]([NH:11][C:12]2[CH:13]=[CH:14][C:15]([O:16][C:17]3[CH:22]=[CH:21][N:20]=[C:19]([C:23]4[S:25][CH:37]=[C:33]([CH3:34])[N:24]=4)[CH:18]=3)=[CH:26][CH:27]=2)=[O:10])=[CH:4][C:3]=1[C:28]([F:31])([F:30])[F:29]. The catalyst class is: 14. (2) Reactant: [NH2:1][C:2]1[N:6]([CH3:7])[C:5](=[O:8])[C:4]([C:19]2[CH:24]=[CH:23][CH:22]=[C:21]([O:25]CC3C=CC=CC=3)[CH:20]=2)([C:9]2[CH:10]=[N:11][N:12]([CH2:14][C:15]([F:18])([F:17])[F:16])[CH:13]=2)[N:3]=1. Product: [NH2:1][C:2]1[N:6]([CH3:7])[C:5](=[O:8])[C:4]([C:19]2[CH:24]=[CH:23][CH:22]=[C:21]([OH:25])[CH:20]=2)([C:9]2[CH:10]=[N:11][N:12]([CH2:14][C:15]([F:18])([F:17])[F:16])[CH:13]=2)[N:3]=1. The catalyst class is: 29. (3) Reactant: [I:1][C:2]1[CH:7]=[CH:6][N:5]=[C:4]([O:8]C)[C:3]=1[CH:10]=[O:11].[I-].[Na+].C[Si](C)(C)Cl. Product: [I:1][C:2]1[CH:7]=[CH:6][NH:5][C:4](=[O:8])[C:3]=1[CH:10]=[O:11]. The catalyst class is: 10. (4) Reactant: [F:1][C:2]1[C:3]([CH2:14][N:15]([CH3:23])[C:16](=[O:22])[O:17][C:18]([CH3:21])([CH3:20])[CH3:19])=[CH:4][NH:5][C:6]=1[C:7]1[C:8]([F:13])=[N:9][CH:10]=[CH:11][CH:12]=1.[H-].[Na+].C1OCCOCCOCCOCCOC1.[N:41]1([S:47](Cl)(=[O:49])=[O:48])[CH2:46][CH2:45][CH2:44][CH2:43][CH2:42]1. Product: [F:1][C:2]1[C:3]([CH2:14][N:15]([CH3:23])[C:16](=[O:22])[O:17][C:18]([CH3:19])([CH3:20])[CH3:21])=[CH:4][N:5]([S:47]([N:41]2[CH2:46][CH2:45][CH2:44][CH2:43][CH2:42]2)(=[O:49])=[O:48])[C:6]=1[C:7]1[C:8]([F:13])=[N:9][CH:10]=[CH:11][CH:12]=1. The catalyst class is: 30. (5) Product: [Cl:29][C:25]1[CH:26]=[CH:27][CH:28]=[C:23]([Cl:22])[C:24]=1[C:30]1[C:34]([CH2:35][O:1][C:2]2[CH:3]=[CH:4][C:5]([C:8]3[CH:21]=[CH:20][C:11]4[C:12]([C:15]([O:17][CH2:18][CH3:19])=[O:16])=[N:13][O:14][C:10]=4[CH:9]=3)=[CH:6][CH:7]=2)=[C:33]([CH:37]([CH3:39])[CH3:38])[O:32][N:31]=1. The catalyst class is: 4. Reactant: [OH:1][C:2]1[CH:7]=[CH:6][C:5]([C:8]2[CH:21]=[CH:20][C:11]3[C:12]([C:15]([O:17][CH2:18][CH3:19])=[O:16])=[N:13][O:14][C:10]=3[CH:9]=2)=[CH:4][CH:3]=1.[Cl:22][C:23]1[CH:28]=[CH:27][CH:26]=[C:25]([Cl:29])[C:24]=1[C:30]1[C:34]([CH2:35]O)=[C:33]([CH:37]([CH3:39])[CH3:38])[O:32][N:31]=1.C1(P(C2C=CC=CC=2)C2C=CC=CC=2)C=CC=CC=1.N(C(OC(C)C)=O)=NC(OC(C)C)=O. (6) Reactant: [OH:1][C:2]1[C:7]([N+:8]([O-])=O)=[CH:6][CH:5]=[C:4]([Cl:11])[C:3]=1[S:12]([NH2:15])(=[O:14])=[O:13]. Product: [OH:1][C:2]1[C:7]([NH2:8])=[CH:6][CH:5]=[C:4]([Cl:11])[C:3]=1[S:12]([NH2:15])(=[O:14])=[O:13]. The catalyst class is: 78.